Dataset: Full USPTO retrosynthesis dataset with 1.9M reactions from patents (1976-2016). Task: Predict the reactants needed to synthesize the given product. (1) Given the product [C:2]([C:4]1[N:9]=[CH:8][C:7]([C:10]2[C:22]3[C:21]4[C:16](=[CH:17][CH:18]=[CH:19][CH:20]=4)[N:15]([C:23]4[CH:35]=[CH:34][C:26]([C:27]([OH:29])=[O:28])=[C:25]([NH:36][CH2:37][CH2:38][F:39])[CH:24]=4)[C:14]=3[CH:13]=[CH:12][CH:11]=2)=[CH:6][CH:5]=1)#[N:3], predict the reactants needed to synthesize it. The reactants are: Cl.[C:2]([C:4]1[N:9]=[CH:8][C:7]([C:10]2[C:22]3[C:21]4[C:16](=[CH:17][CH:18]=[CH:19][CH:20]=4)[N:15]([C:23]4[CH:35]=[CH:34][C:26]([C:27]([O:29]C(C)(C)C)=[O:28])=[C:25]([NH:36][CH2:37][CH2:38][F:39])[CH:24]=4)[C:14]=3[CH:13]=[CH:12][CH:11]=2)=[CH:6][CH:5]=1)#[N:3]. (2) Given the product [F:21][C:15]([F:22])([C:2]1[CH:7]=[CH:6][CH:5]=[C:4]([N:8]2[CH2:13][CH2:12][O:11][CH2:10][CH2:9]2)[CH:3]=1)[C:16]([O:18][CH2:19][CH3:20])=[O:17], predict the reactants needed to synthesize it. The reactants are: I[C:2]1[CH:3]=[C:4]([N:8]2[CH2:13][CH2:12][O:11][CH2:10][CH2:9]2)[CH:5]=[CH:6][CH:7]=1.Br[C:15]([F:22])([F:21])[C:16]([O:18][CH2:19][CH3:20])=[O:17].[Cl-].[NH4+].